Dataset: Reaction yield outcomes from USPTO patents with 853,638 reactions. Task: Predict the reaction yield, written as a fraction of the theoretical maximum amount of product (1.0 means a 100% yield; for example, 0.34 means a 34% yield). (1) The reactants are [CH3:1][N:2]1[CH2:6][CH2:5][CH2:4][C@H:3]1[CH2:7][OH:8].[H-].[Na+].Br[CH2:12][C:13]1[C:14]([C:27]2[CH:32]=[CH:31][CH:30]=[CH:29][CH:28]=2)=[N:15][C:16]2[C:21]([C:22]=1[C:23]([O:25][CH3:26])=[O:24])=[CH:20][CH:19]=[CH:18][CH:17]=2. The catalyst is CN(C=O)C. The product is [CH3:1][N:2]1[CH2:6][CH2:5][CH2:4][C@H:3]1[CH2:7][O:8][CH2:12][C:13]1[C:14]([C:27]2[CH:32]=[CH:31][CH:30]=[CH:29][CH:28]=2)=[N:15][C:16]2[C:21]([C:22]=1[C:23]([O:25][CH3:26])=[O:24])=[CH:20][CH:19]=[CH:18][CH:17]=2. The yield is 0.320. (2) The reactants are [C:1](Cl)(=[O:11])[CH2:2][CH2:3][CH2:4][CH2:5][CH2:6][CH2:7][CH2:8][CH2:9][CH3:10].[CH3:13][O:14][C:15]1[CH:41]=[CH:40][C:18]([CH2:19][O:20][C:21]2[CH:22]=[C:23]([CH:37]=[CH:38][CH:39]=2)[C:24]([NH:26][C:27]2[CH:32]=[CH:31][CH:30]=[CH:29][C:28]=2[S:33](=[O:36])(=[O:35])[NH2:34])=[O:25])=[CH:17][CH:16]=1. The catalyst is CN(C)C1C=CN=CC=1.O1CCCC1. The product is [CH3:13][O:14][C:15]1[CH:16]=[CH:17][C:18]([CH2:19][O:20][C:21]2[CH:22]=[C:23]([CH:37]=[CH:38][CH:39]=2)[C:24]([NH:26][C:27]2[CH:32]=[CH:31][CH:30]=[CH:29][C:28]=2[S:33]([NH:34][C:1](=[O:11])[CH2:2][CH2:3][CH2:4][CH2:5][CH2:6][CH2:7][CH2:8][CH2:9][CH3:10])(=[O:36])=[O:35])=[O:25])=[CH:40][CH:41]=1. The yield is 0.946. (3) The reactants are [Cl:1][C:2]1[CH:3]=[C:4]2[C:9](=O)[O:8][C:6](=[O:7])[C:5]2=[CH:11][CH:12]=1.O.[NH2:14][NH2:15]. The catalyst is C(O)(=O)C. The product is [Cl:1][C:2]1[CH:3]=[C:4]2[C:5](=[CH:11][CH:12]=1)[C:6](=[O:7])[NH:15][NH:14][C:9]2=[O:8]. The yield is 0.950. (4) The reactants are [Cl:1][C:2]1[CH:3]=[C:4]2[C:8](=[CH:9][CH:10]=1)[NH:7][N:6]=[C:5]2/[CH:11]=[C:12]1\[O:13][C:14]2[C:21]([CH2:22][N:23]3[CH2:28][CH2:27][N:26](C(OC(C)(C)C)=O)[CH2:25][CH2:24]3)=[C:20]([O:36][CH3:37])[CH:19]=[CH:18][C:15]=2[C:16]\1=[O:17].FC(F)(F)C(O)=O. The catalyst is C(Cl)Cl. The product is [Cl:1][C:2]1[CH:3]=[C:4]2[C:8](=[CH:9][CH:10]=1)[NH:7][N:6]=[C:5]2/[CH:11]=[C:12]1\[O:13][C:14]2[C:21]([CH2:22][N:23]3[CH2:24][CH2:25][NH:26][CH2:27][CH2:28]3)=[C:20]([O:36][CH3:37])[CH:19]=[CH:18][C:15]=2[C:16]\1=[O:17]. The yield is 0.440. (5) The reactants are O[C:2]1[C:11]2[C:6](=[CH:7][CH:8]=[CH:9][CH:10]=2)[CH:5]=[CH:4][C:3]=1[CH2:12][CH2:13][C@H:14]([OH:17])[CH2:15][OH:16].[OH-].[Na+]. The catalyst is Br.CO.O. The product is [O:17]1[C:2]2[C:3](=[CH:4][CH:5]=[C:6]3[CH:7]=[CH:8][CH:9]=[CH:10][C:11]3=2)[CH2:12][CH2:13][C@@H:14]1[CH2:15][OH:16]. The yield is 0.700. (6) The reactants are [C:1]([C:5]1[S:9][C:8]([NH:10][S:11]([C:14]2[CH:19]=[CH:18][C:17]([NH:20]C(=O)C)=[CH:16][CH:15]=2)(=[O:13])=[O:12])=[N:7][N:6]=1)([CH3:4])([CH3:3])[CH3:2].C([O-])([O-])=O.[Na+].[Na+]. The catalyst is Cl. The product is [NH2:20][C:17]1[CH:18]=[CH:19][C:14]([S:11]([NH:10][C:8]2[S:9][C:5]([C:1]([CH3:4])([CH3:3])[CH3:2])=[N:6][N:7]=2)(=[O:13])=[O:12])=[CH:15][CH:16]=1. The yield is 0.740. (7) The reactants are [NH2:1][C:2]1[CH:3]=[C:4]([CH:21]=[CH:22][CH:23]=1)[O:5][C:6]1[CH:7]=[CH:8][C:9]2[N:10]([CH:12]=[C:13]([NH:15][C:16]([CH:18]3[CH2:20][CH2:19]3)=[O:17])[N:14]=2)[N:11]=1.[C:24](Cl)(=[O:31])[C:25]1[CH:30]=[CH:29][CH:28]=[CH:27][CH:26]=1. The catalyst is CN1CCCC1=O. The product is [CH:18]1([C:16]([NH:15][C:13]2[N:14]=[C:9]3[CH:8]=[CH:7][C:6]([O:5][C:4]4[CH:3]=[C:2]([NH:1][C:24](=[O:31])[C:25]5[CH:30]=[CH:29][CH:28]=[CH:27][CH:26]=5)[CH:23]=[CH:22][CH:21]=4)=[N:11][N:10]3[CH:12]=2)=[O:17])[CH2:20][CH2:19]1. The yield is 0.850. (8) The catalyst is [Pd]. The reactants are [C:1]1(/[CH:7]=[CH:8]/[C:9]2[C:17]3[O:16][CH:15]([CH2:18][N:19]=[N+]=[N-])[CH2:14][C:13]=3[CH:12]=[CH:11][CH:10]=2)[CH:6]=[CH:5][CH:4]=[CH:3][CH:2]=1. The yield is 0.480. The product is [C:1]1([CH2:7][CH2:8][C:9]2[C:17]3[O:16][CH:15]([CH2:18][NH2:19])[CH2:14][C:13]=3[CH:12]=[CH:11][CH:10]=2)[CH:6]=[CH:5][CH:4]=[CH:3][CH:2]=1. (9) The product is [C:1]([O:5][C:6]([N:8]1[CH2:12][C@@H:11]([O:13][C:14]2[CH:23]=[CH:22][C:21]3[C:16](=[CH:17][CH:18]=[CH:19][CH:20]=3)[CH:15]=2)[CH2:10][C@H:9]1[C:24]([OH:26])=[O:25])=[O:7])([CH3:4])([CH3:2])[CH3:3]. The reactants are [C:1]([O:5][C:6]([N:8]1[CH2:12][C@@H:11]([O:13][C:14]2[CH:23]=[CH:22][C:21]3[C:16](=[CH:17][CH:18]=[CH:19][CH:20]=3)[CH:15]=2)[CH2:10][C@H:9]1[C:24]([O:26]C)=[O:25])=[O:7])([CH3:4])([CH3:3])[CH3:2].[OH-].[Na+]. The yield is 0.850. The catalyst is C1COCC1. (10) The reactants are Cl[C:2]1[C:11]2[C:6](=[CH:7][C:8]([O:14][CH2:15][CH2:16][CH2:17][N:18]3[CH2:23][CH2:22][N:21]([CH3:24])[CH2:20][CH2:19]3)=[C:9]([C:12]#[N:13])[CH:10]=2)[N:5]=[CH:4][CH:3]=1.[CH3:25][C:26]1[NH:27][C:28]2[C:33]([C:34]=1[CH3:35])=[CH:32][C:31]([OH:36])=[CH:30][CH:29]=2. No catalyst specified. The product is [C:12]([C:9]1[CH:10]=[C:11]2[C:6](=[CH:7][C:8]=1[O:14][CH2:15][CH2:16][CH2:17][N:18]1[CH2:23][CH2:22][N:21]([CH3:24])[CH2:20][CH2:19]1)[N:5]=[CH:4][CH:3]=[C:2]2[O:36][C:31]1[CH:32]=[C:33]2[C:28](=[CH:29][CH:30]=1)[NH:27][C:26]([CH3:25])=[C:34]2[CH3:35])#[N:13]. The yield is 0.600.